The task is: Predict the reactants needed to synthesize the given product.. This data is from Full USPTO retrosynthesis dataset with 1.9M reactions from patents (1976-2016). (1) The reactants are: [NH2:1][C:2]1[CH:3]=[C:4]([CH:15]=[CH:16][C:17]=1[O:18][CH3:19])[C:5]([NH:7][C:8]1[CH:13]=[CH:12][C:11]([F:14])=[CH:10][CH:9]=1)=[O:6].[CH3:20][C:21]1[CH:22]=[C:23]([Bi]([C:23]2[CH:24]=[C:25]([CH3:27])[CH:26]=[C:21]([CH3:20])[CH:22]=2)[C:23]2[CH:24]=[C:25]([CH3:27])[CH:26]=[C:21]([CH3:20])[CH:22]=2)[CH:24]=[C:25]([CH3:27])[CH:26]=1.C([O-])(=O)C.C(N(CC)CC)C. Given the product [CH3:19][O:18][C:17]1[CH:16]=[CH:15][C:4]([C:5]([NH:7][C:8]2[CH:9]=[CH:10][C:11]([F:14])=[CH:12][CH:13]=2)=[O:6])=[CH:3][C:2]=1[NH:1][C:23]1[CH:24]=[C:25]([CH3:27])[CH:26]=[C:21]([CH3:20])[CH:22]=1, predict the reactants needed to synthesize it. (2) The reactants are: [CH3:1][C:2]1[S:6][C:5]2[CH:7]=[C:8]([OH:11])[CH:9]=[CH:10][C:4]=2[C:3]=1[C:12]1[CH:17]=[CH:16][C:15]([C:18]([F:21])([F:20])[F:19])=[CH:14][CH:13]=1.[Br:22][CH2:23][CH2:24][CH2:25][CH2:26]Br. Given the product [Br:22][CH2:23][CH2:24][CH2:25][CH2:26][O:11][C:8]1[CH:9]=[CH:10][C:4]2[C:3]([C:12]3[CH:13]=[CH:14][C:15]([C:18]([F:21])([F:19])[F:20])=[CH:16][CH:17]=3)=[C:2]([CH3:1])[S:6][C:5]=2[CH:7]=1, predict the reactants needed to synthesize it. (3) Given the product [F:14][C:13]([F:15])([F:16])[C:10]1[CH:9]=[CH:8][C:7]([NH:6][C@H:3]([CH2:1][CH3:2])[CH2:4][C:18]([O:22][CH3:21])=[O:19])=[CH:12][CH:11]=1, predict the reactants needed to synthesize it. The reactants are: [CH2:1]([C@H:3]1[N:6]([C:7]2[CH:12]=[CH:11][C:10]([C:13]([F:16])([F:15])[F:14])=[CH:9][CH:8]=2)C(=O)[CH2:4]1)[CH3:2].[CH3:18][O-:19].[Na+].[CH3:21][OH:22]. (4) Given the product [N:1]1([C:5]([C:7]2[O:8][C:9]3[C:15]([N:16]4[CH2:17][CH2:18][NH:19][CH2:20][CH2:21]4)=[CH:14][CH:13]=[CH:12][C:10]=3[CH:11]=2)=[O:6])[CH2:4][CH2:3][CH2:2]1, predict the reactants needed to synthesize it. The reactants are: [N:1]1([C:5]([C:7]2[O:8][C:9]3[C:15]([N:16]4[CH2:21][CH2:20][N:19](CC5C=CC=CC=5)[CH2:18][CH2:17]4)=[CH:14][CH:13]=[CH:12][C:10]=3[CH:11]=2)=[O:6])[CH2:4][CH2:3][CH2:2]1.C(O)(=O)C.N. (5) Given the product [CH3:29][C:30]1([CH3:46])[C:34]([CH3:36])([CH3:35])[O:33][B:32]([C:2]2[CH:3]=[CH:4][C:5]3[N:9]=[C:8]([C:10]4[CH:15]=[C:14]([C:16]([F:19])([F:18])[F:17])[CH:13]=[CH:12][N:11]=4)[N:7]([CH2:20][O:21][CH2:22][CH2:23][Si:24]([CH3:27])([CH3:26])[CH3:25])[C:6]=3[CH:28]=2)[O:31]1, predict the reactants needed to synthesize it. The reactants are: Br[C:2]1[CH:3]=[CH:4][C:5]2[N:9]=[C:8]([C:10]3[CH:15]=[C:14]([C:16]([F:19])([F:18])[F:17])[CH:13]=[CH:12][N:11]=3)[N:7]([CH2:20][O:21][CH2:22][CH2:23][Si:24]([CH3:27])([CH3:26])[CH3:25])[C:6]=2[CH:28]=1.[CH3:29][C:30]1([CH3:46])[C:34]([CH3:36])([CH3:35])[O:33][B:32]([B:32]2[O:33][C:34]([CH3:36])([CH3:35])[C:30]([CH3:46])([CH3:29])[O:31]2)[O:31]1.CC([O-])=O.[K+]. (6) Given the product [F:20][C:14]1[C:13]2[O:12][C:11]3[C:6](=[CH:7][C:8]([C:21]4[CH:22]=[N:23][CH:24]=[N:25][CH:26]=4)=[CH:9][CH:10]=3)[C@@:5]3([CH2:4][O:3][C:2]([NH2:1])=[N:27]3)[C:18]=2[CH:17]=[C:16]([O:19][CH2:40][C:41]([F:44])([CH3:43])[CH3:42])[CH:15]=1, predict the reactants needed to synthesize it. The reactants are: [NH2:1][C:2]1[O:3][CH2:4][C@@:5]2([N:27]=1)[C:18]1[CH:17]=[C:16]([OH:19])[CH:15]=[C:14]([F:20])[C:13]=1[O:12][C:11]1[C:6]2=[CH:7][C:8]([C:21]2[CH:22]=[N:23][CH:24]=[N:25][CH:26]=2)=[CH:9][CH:10]=1.C(=O)([O-])[O-].[Cs+].[Cs+].FC(F)(F)S(O[CH2:40][C:41]([F:44])([CH3:43])[CH3:42])(=O)=O.